Dataset: Forward reaction prediction with 1.9M reactions from USPTO patents (1976-2016). Task: Predict the product of the given reaction. (1) Given the reactants [OH:1][CH:2]1[CH2:5][N:4]([C:6]([N:8]2[CH2:13][CH:12]([C:14]3[CH:19]=[CH:18][C:17]([C:20]([F:23])([F:22])[F:21])=[CH:16][CH:15]=3)[CH2:11][CH:10]([C:24]([OH:26])=O)[CH2:9]2)=[O:7])[CH2:3]1.[F:27][C:28]1[CH:33]=[C:32]([F:34])[CH:31]=[CH:30][C:29]=1[C:35](=[NH:38])[NH:36]O, predict the reaction product. The product is: [F:27][C:28]1[CH:33]=[C:32]([F:34])[CH:31]=[CH:30][C:29]=1[C:35]1[N:38]=[C:24]([CH:10]2[CH2:11][CH:12]([C:14]3[CH:15]=[CH:16][C:17]([C:20]([F:22])([F:23])[F:21])=[CH:18][CH:19]=3)[CH2:13][N:8]([C:6]([N:4]3[CH2:5][CH:2]([OH:1])[CH2:3]3)=[O:7])[CH2:9]2)[O:26][N:36]=1. (2) Given the reactants [C:1]([O:5][C:6](=[O:36])[NH:7][CH2:8][CH2:9][CH2:10][NH:11][CH:12]([C:15]1[N:16]([CH2:29][C:30]2[CH:35]=[CH:34][CH:33]=[CH:32][CH:31]=2)[C:17](=[O:28])[C:18]2[C:23]([C:24]([F:27])([F:26])[F:25])=[N:22][O:21][C:19]=2[N:20]=1)[CH2:13][CH3:14])([CH3:4])([CH3:3])[CH3:2].[CH3:37][C:38]1[CH:46]=[CH:45][C:41]([C:42](Cl)=[O:43])=[CH:40][CH:39]=1.CCN(CC)CC, predict the reaction product. The product is: [C:1]([O:5][C:6](=[O:36])[NH:7][CH2:8][CH2:9][CH2:10][N:11]([CH:12]([C:15]1[N:16]([CH2:29][C:30]2[CH:35]=[CH:34][CH:33]=[CH:32][CH:31]=2)[C:17](=[O:28])[C:18]2[C:23]([C:24]([F:26])([F:25])[F:27])=[N:22][O:21][C:19]=2[N:20]=1)[CH2:13][CH3:14])[C:42](=[O:43])[C:41]1[CH:45]=[CH:46][C:38]([CH3:37])=[CH:39][CH:40]=1)([CH3:2])([CH3:3])[CH3:4]. (3) Given the reactants [CH2:1]([O:8][C:9]1[C:13]([CH2:14][C:15]#N)=[CH:12][N:11]([CH3:17])[N:10]=1)[C:2]1[CH:7]=[CH:6][CH:5]=[CH:4][CH:3]=1.[OH-:18].[Na+].[O:20]1[CH2:24]CCC1.Cl, predict the reaction product. The product is: [CH2:1]([O:8][C:9]1[C:13]([CH2:14][C:15]([O:20][CH3:24])=[O:18])=[CH:12][N:11]([CH3:17])[N:10]=1)[C:2]1[CH:7]=[CH:6][CH:5]=[CH:4][CH:3]=1. (4) Given the reactants Cl[C:2]1[N:3]=[N:4][C:5]([CH2:10][C:11]2[CH:16]=[CH:15][N:14]=[CH:13][CH:12]=2)=[C:6]([CH3:9])[C:7]=1[CH3:8].[CH3:17][O:18][C:19]1[CH:25]=[CH:24][C:22]([NH2:23])=[CH:21][CH:20]=1, predict the reaction product. The product is: [CH3:17][O:18][C:19]1[CH:25]=[CH:24][C:22]([NH:23][C:2]2[N:3]=[N:4][C:5]([CH2:10][C:11]3[CH:16]=[CH:15][N:14]=[CH:13][CH:12]=3)=[C:6]([CH3:9])[C:7]=2[CH3:8])=[CH:21][CH:20]=1. (5) Given the reactants [C:1]1([CH3:9])[CH:6]=[CH:5][C:4]([Mg]Br)=[CH:3][CH:2]=1.C1(C)C=CC(Br)=CC=1.[Mg].[CH:19]12[O:25][CH:20]1[CH2:21][CH2:22][CH2:23][CH2:24]2, predict the reaction product. The product is: [C:1]1([CH3:9])[CH:6]=[CH:5][C:4]([CH:19]2[CH2:24][CH2:23][CH2:22][CH2:21][CH:20]2[OH:25])=[CH:3][CH:2]=1. (6) Given the reactants [CH3:1][C:2]1[CH:10]=[CH:9][CH:8]=[CH:7][C:3]=1[C:4]([OH:6])=[O:5].[CH3:11]O.Cl, predict the reaction product. The product is: [CH3:1][C:2]1[CH:10]=[CH:9][CH:8]=[CH:7][C:3]=1[C:4]([O:6][CH3:11])=[O:5]. (7) Given the reactants [C:1]1([PH:7](=[O:9])[OH:8])[CH:6]=[CH:5][CH:4]=[CH:3][CH:2]=1.C(=O)(O)O.[NH2:14][NH:15][C:16]([NH2:18])=[NH:17].C(=O)=O, predict the reaction product. The product is: [C:1]1([PH:7](=[O:8])[OH:9])[CH:6]=[CH:5][CH:4]=[CH:3][CH:2]=1.[NH2:14][NH:15][C:16]([NH2:18])=[NH:17].